From a dataset of Catalyst prediction with 721,799 reactions and 888 catalyst types from USPTO. Predict which catalyst facilitates the given reaction. (1) Reactant: N1C=CC=CC=1.[CH2:7]([N:14]1[CH2:19][C@@H:18]([CH2:20][C:21]2[CH:26]=[CH:25][CH:24]=[CH:23][CH:22]=2)[NH:17][CH2:16][C@@H:15]1[CH3:27])[C:8]1[CH:13]=[CH:12][CH:11]=[CH:10][CH:9]=1.Cl[C:29]([O:31][CH3:32])=[O:30]. Product: [CH2:20]([C@H:18]1[CH2:19][N:14]([CH2:7][C:8]2[CH:9]=[CH:10][CH:11]=[CH:12][CH:13]=2)[C@H:15]([CH3:27])[CH2:16][N:17]1[C:29]([O:31][CH3:32])=[O:30])[C:21]1[CH:26]=[CH:25][CH:24]=[CH:23][CH:22]=1. The catalyst class is: 2. (2) The catalyst class is: 5. Reactant: [CH2:1]([C:3]([C:14]1[CH:19]=[CH:18][C:17]([CH2:20][CH2:21][C:22](=[O:27])[C:23]([CH3:26])([CH3:25])[CH3:24])=[C:16]([CH3:28])[CH:15]=1)([C:6]1[CH:11]=[CH:10][C:9]([OH:12])=[C:8]([CH3:13])[CH:7]=1)[CH2:4][CH3:5])[CH3:2].[BH4-].[Na+]. Product: [CH2:1]([C:3]([C:6]1[CH:11]=[CH:10][C:9]([OH:12])=[C:8]([CH3:13])[CH:7]=1)([C:14]1[CH:19]=[CH:18][C:17]([CH2:20][CH2:21][CH:22]([OH:27])[C:23]([CH3:25])([CH3:26])[CH3:24])=[C:16]([CH3:28])[CH:15]=1)[CH2:4][CH3:5])[CH3:2]. (3) Product: [CH2:23]([N:17]1[CH2:16][CH:3]([CH3:4])[CH:2]([C:1]([O:6][CH2:7][C:8]2[CH:9]=[CH:10][CH:11]=[CH:12][CH:13]=2)=[O:5])[CH2:18]1)[C:24]1[CH:25]=[CH:26][CH:27]=[CH:28][CH:29]=1. The catalyst class is: 281. Reactant: [C:1]([O:6][CH2:7][C:8]1[CH:13]=[CH:12][CH:11]=[CH:10][CH:9]=1)(=[O:5])/[CH:2]=[CH:3]/[CH3:4].CO[CH2:16][N:17]([CH2:23][C:24]1[CH:29]=[CH:28][CH:27]=[CH:26][CH:25]=1)[CH2:18][Si](C)(C)C. (4) Reactant: [C:1]([O:9][CH2:10][C@H:11]([NH:13][C:14]([C:16]1[CH:21]=[C:20](Cl)[N:19]=[C:18]([Cl:23])[N:17]=1)=[O:15])[CH3:12])(=[O:8])[C:2]1[CH:7]=[CH:6][CH:5]=[CH:4][CH:3]=1.Cl.[NH:25]1[CH2:30][CH2:29][CH:28]([C:31]2[C:39]3[C:34](=[N:35][CH:36]=[CH:37][CH:38]=3)[NH:33][N:32]=2)[CH2:27][CH2:26]1.CCOC(C)=O. Product: [C:1]([O:9][CH2:10][C@H:11]([NH:13][C:14]([C:16]1[CH:21]=[C:20]([N:25]2[CH2:26][CH2:27][CH:28]([C:31]3[C:39]4[C:34](=[N:35][CH:36]=[CH:37][CH:38]=4)[NH:33][N:32]=3)[CH2:29][CH2:30]2)[N:19]=[C:18]([Cl:23])[N:17]=1)=[O:15])[CH3:12])(=[O:8])[C:2]1[CH:7]=[CH:6][CH:5]=[CH:4][CH:3]=1. The catalyst class is: 5. (5) Reactant: C[O:2][C:3](=[O:28])[C:4]([NH:9][C:10]([C:12]1[CH:17]=[CH:16][C:15]([CH:18]2[CH2:20][CH2:19]2)=[C:14]([O:21][CH2:22][CH:23]2[CH2:27][CH2:26][CH2:25][O:24]2)[N:13]=1)=[O:11])([CH2:7][CH3:8])[CH2:5][CH3:6].O.[OH-].[Li+].[OH-].[Na+]. Product: [CH:18]1([C:15]2[CH:16]=[CH:17][C:12]([C:10]([NH:9][C:4]([CH2:7][CH3:8])([CH2:5][CH3:6])[C:3]([OH:28])=[O:2])=[O:11])=[N:13][C:14]=2[O:21][CH2:22][CH:23]2[CH2:27][CH2:26][CH2:25][O:24]2)[CH2:20][CH2:19]1. The catalyst class is: 20. (6) Reactant: C(N1C=CN=C1)(N1C=CN=C1)=O.[Br:13][C:14]1[C:15]([CH3:32])=[N:16][O:17][C:18]=1[NH:19][S:20]([C:23]1[CH:27]=[CH:26][S:25][C:24]=1[C:28]([O:30][CH3:31])=[O:29])(=[O:22])=[O:21].[CH2:33]1[O:37][C:36]2[CH:38]=C(O)[CH:40]=[CH:41][C:35]=2[O:34]1.N1C=CN=C1. Product: [Br:13][C:14]1[C:15]([CH3:32])=[N:16][O:17][C:18]=1[NH:19][S:20]([C:23]1[CH:27]=[CH:26][S:25][C:24]=1[C:28]([O:30][C:31]1[CH:40]=[CH:41][C:35]2[O:34][CH2:33][O:37][C:36]=2[CH:38]=1)=[O:29])(=[O:21])=[O:22]. The catalyst class is: 1.